This data is from Catalyst prediction with 721,799 reactions and 888 catalyst types from USPTO. The task is: Predict which catalyst facilitates the given reaction. (1) Reactant: [Br:1][C:2]1[C:3]([F:12])=[C:4]([CH:7]=[CH:8][C:9]=1[O:10][CH3:11])[CH:5]=[O:6].CO.[BH4-].[Na+]. Product: [Br:1][C:2]1[C:3]([F:12])=[C:4]([CH2:5][OH:6])[CH:7]=[CH:8][C:9]=1[O:10][CH3:11]. The catalyst class is: 4. (2) Product: [C:14]1([N:20]2[C:28]3[CH2:27][CH2:26][CH2:25][C:24](=[CH:29][C:30]([N:33]4[CH2:38][CH2:37][O:36][CH2:35][CH2:34]4)=[O:32])[C:23]=3[CH:22]=[N:21]2)[CH:15]=[CH:16][CH:17]=[CH:18][CH:19]=1. Reactant: C(N(CC)CC)C.ClC(OCC)=O.[C:14]1([N:20]2[C:28]3[CH2:27][CH2:26][CH2:25][C:24](=[CH:29][C:30]([OH:32])=O)[C:23]=3[CH:22]=[N:21]2)[CH:19]=[CH:18][CH:17]=[CH:16][CH:15]=1.[NH:33]1[CH2:38][CH2:37][O:36][CH2:35][CH2:34]1. The catalyst class is: 2. (3) Reactant: [C:1]([Si:5]([C:18]1[CH:23]=[CH:22][CH:21]=[CH:20][CH:19]=1)([C:12]1[CH:17]=[CH:16][CH:15]=[CH:14][CH:13]=1)[O:6][CH2:7][CH2:8][CH2:9][CH:10]=[O:11])([CH3:4])([CH3:3])[CH3:2].[Br:24]C1(Br)C(=O)NC(=O)NC1=O.Br. Product: [Br:24][CH:9]([CH2:8][CH2:7][O:6][Si:5]([C:1]([CH3:4])([CH3:2])[CH3:3])([C:12]1[CH:17]=[CH:16][CH:15]=[CH:14][CH:13]=1)[C:18]1[CH:23]=[CH:22][CH:21]=[CH:20][CH:19]=1)[CH:10]=[O:11]. The catalyst class is: 2. (4) Reactant: [CH:1]1([C:5]2[C:14]([I:15])=[CH:13][C:8]([C:9]([O:11]C)=[O:10])=[C:7]([CH3:16])[CH:6]=2)[CH2:4][CH2:3][CH2:2]1.[OH-].[Na+]. Product: [CH:1]1([C:5]2[C:14]([I:15])=[CH:13][C:8]([C:9]([OH:11])=[O:10])=[C:7]([CH3:16])[CH:6]=2)[CH2:2][CH2:3][CH2:4]1. The catalyst class is: 5. (5) Reactant: C([O:3][C:4](=[O:38])[CH2:5][CH2:6][CH2:7][NH:8][C:9]([C:11]1[C:12]([OH:37])=[C:13]2[C:18](=[CH:19][N:20]=1)[N:17](CC1C=CC=CC=1)[C:16](=[O:28])[C:15]([C:29]1[CH:34]=[CH:33][CH:32]=[C:31]([O:35][CH3:36])[CH:30]=1)=[CH:14]2)=[O:10])C.[OH-].[Na+].CO. Product: [CH2:15]([N:20]1[CH:19]=[C:18]2[C:13](=[CH:14][CH:15]([C:29]3[CH:34]=[CH:33][CH:32]=[C:31]([O:35][CH3:36])[CH:30]=3)[C:16](=[O:28])[NH:17]2)[C:12]([OH:37])=[C:11]1[C:9]([NH:8][CH2:7][CH2:6][CH2:5][C:4]([OH:3])=[O:38])=[O:10])[C:29]1[CH:34]=[CH:33][CH:32]=[CH:31][CH:30]=1. The catalyst class is: 1. (6) Reactant: Br[C:2]1[CH:3]=[C:4]2[C:9](=[CH:10][CH:11]=1)[N:8]=[CH:7][N:6]=[C:5]2[N:12]1[CH2:17][CH2:16][O:15][CH2:14][CH2:13]1.B1(B2OC(C)(C)C(C)(C)O2)OC(C)(C)C(C)(C)O1.C([O-])(=O)C.[K+].Br[C:42]1[CH:43]=[C:44]([NH:48][S:49]([CH:52]2[CH2:57][CH2:56][NH:55][CH2:54][CH2:53]2)(=[O:51])=[O:50])[CH:45]=[N:46][CH:47]=1.C(=O)([O-])[O-].[K+].[K+]. Product: [N:12]1([C:5]2[C:4]3[C:9](=[CH:10][CH:11]=[C:2]([C:42]4[CH:43]=[C:44]([NH:48][S:49]([CH:52]5[CH2:57][CH2:56][NH:55][CH2:54][CH2:53]5)(=[O:51])=[O:50])[CH:45]=[N:46][CH:47]=4)[CH:3]=3)[N:8]=[CH:7][N:6]=2)[CH2:17][CH2:16][O:15][CH2:14][CH2:13]1. The catalyst class is: 12. (7) Reactant: [NH2:1][C:2]1[CH:3]=[C:4]2[C:8](=[CH:9][C:10]=1[N+:11]([O-:13])=[O:12])[C:7](=[O:14])[NH:6][C:5]2=[O:15].[C:16]([O:20][C:21](=[O:27])[N:22]([CH2:24][CH2:25]N)[CH3:23])([CH3:19])([CH3:18])[CH3:17].N1C=CN=C1. Product: [C:16]([O:20][C:21](=[O:27])[N:22]([CH2:24][CH2:25][N:6]1[C:5](=[O:15])[C:4]2[C:8](=[CH:9][C:10]([N+:11]([O-:13])=[O:12])=[C:2]([NH2:1])[CH:3]=2)[C:7]1=[O:14])[CH3:23])([CH3:19])([CH3:18])[CH3:17]. The catalyst class is: 12.